This data is from Reaction yield outcomes from USPTO patents with 853,638 reactions. The task is: Predict the reaction yield, written as a fraction of the theoretical maximum amount of product (1.0 means a 100% yield; for example, 0.34 means a 34% yield). (1) The reactants are CO[C:3]1[CH:4]=[C:5]2[C:10](=[CH:11][C:12]=1OC)N=CN=C2O[C:3]1[CH:12]=[CH:11][C:10](N)=[CH:5][CH:4]=1.ClC(Cl)(OC(=O)OC(Cl)(Cl)Cl)Cl.[CH3:35][O:36][C:37]1[CH:38]=[C:39]2[C:44](=[CH:45][C:46]=1[O:47][CH3:48])[N:43]=CC=[C:40]2[O:49][C:50]1[CH:55]=[CH:54][C:53]([NH:56][C:57]([NH:59][CH:60]2[CH2:65][CH2:64][NH:63][CH2:62][CH2:61]2)=[O:58])=[CH:52][CH:51]=1.[C:66](=O)([O-])O.[Na+].[CH2:71]([N:73](CC)CC)C. The catalyst is C(Cl)(Cl)Cl. The product is [CH3:35][O:36][C:37]1[CH:38]=[C:39]2[C:44](=[CH:45][C:46]=1[O:47][CH3:48])[N:43]=[CH:71][N:73]=[C:40]2[O:49][C:50]1[CH:51]=[CH:52][C:53]([NH:56][C:57]([NH:59][CH:60]2[CH2:61][CH2:62][N:63]([CH2:64][C:65]3[CH:5]=[CH:4][CH:3]=[CH:12][C:11]=3[CH3:10])[CH2:66]2)=[O:58])=[CH:54][CH:55]=1. The yield is 0.370. (2) The reactants are [CH2:1]([P:3]([CH2:6][CH:7]([CH3:10])[CH2:8][OH:9])(=[O:5])[OH:4])[CH3:2].[CH2:11](O)[CH2:12][CH2:13][CH2:14][OH:15]. The catalyst is C1(C)C=CC=CC=1. The product is [CH2:1]([P:3]([CH2:6][CH:7]([CH3:10])[CH2:8][OH:9])(=[O:4])[O:5][CH2:11][CH2:12][CH2:13][CH2:14][OH:15])[CH3:2]. The yield is 0.780.